This data is from Human liver microsome stability data. The task is: Regression/Classification. Given a drug SMILES string, predict its absorption, distribution, metabolism, or excretion properties. Task type varies by dataset: regression for continuous measurements (e.g., permeability, clearance, half-life) or binary classification for categorical outcomes (e.g., BBB penetration, CYP inhibition). Dataset: hlm. (1) The molecule is COc1ccc2[nH]c(C(=O)N3CC(=O)N(Cc4ccc[nH]4)[C@@H](Cc4ccccc4)C3)cc2c1. The result is 1 (stable in human liver microsomes). (2) The molecule is COc1ccc2nc(NC(=O)C(CC3CCCC3)c3ccc(S(=O)(=O)NCCC(=O)O)cc3)sc2n1. The result is 1 (stable in human liver microsomes).